This data is from Experimentally validated miRNA-target interactions with 360,000+ pairs, plus equal number of negative samples. The task is: Binary Classification. Given a miRNA mature sequence and a target amino acid sequence, predict their likelihood of interaction. (1) The miRNA is hsa-miR-7-5p with sequence UGGAAGACUAGUGAUUUUGUUGUU. The protein sequence of the target gene is MEANQCPLVVEPSYPDLVINVGEVTLGEENRKKLQKIQRDQEKERVMRAACALLNSGGGVIRMAKKVEHPVEMGLDLEQSLRELIQSSDLQAFFETKQQGRCFYIFVKSWSSGPFPEDRSVKPRLCSLSSSLYRRSETSVRSMDSREAFCFLKTKRKPKILEEGPFHKIHKGVYQELPNSDPADPNSDPADLIFQKDYLEYGEILPFPESQLVEFKQFSTKHFQEYVKRTIPEYVPAFANTGGGYLFIGVDDKSREVLGCAKENVDPDSLRRKIEQAIYKLPCVHFCQPQRPITFTLKIV.... Result: 1 (interaction). (2) The miRNA is hsa-miR-4768-3p with sequence CCAGGAGAUCCAGAGAGAAU. The protein sequence of the target gene is MAGYKPVAIQTYPILGEKITQDTLYWNNYKTPVQIKEFGAVSKVDFSPQPPYNYAVTASSRIHIYGRYSQEPIKTFSRFKDTAYCATFRQDGRLLVAGSEDGGVQLFDISGRAPLRQFEGHTKAVHTVDFTADKYHVVSGADDYTVKLWDIPNSKEILTFKEHSDYVRCGCASKLNPDLFITGSYDHTVKMFDARTSESVLSVEHGQPVESVLLFPSGGLLVSAGGRYVKVWDMLKGGQLLVSLKNHHKTVTCLCLSSSGQRLLSGSLDRKVKVYSTTSYKVVHSFDYAASILSLALAHE.... Result: 1 (interaction). (3) The miRNA is hsa-miR-548b-5p with sequence AAAAGUAAUUGUGGUUUUGGCC. The protein sequence of the target gene is MSAPGPYQAAAGPSVVPTAPPTYEETVGVNSYYPTPPAPMPGPATGLITGPDGKGMNPPSYYTQPVPVPNANAIAVQTVYVQQPVSFYDRPVQMCCPSCSKMIVTQLSYNAGALTWLSCGSLCLLGCVAGCCFIPFCVDALQDVDHYCPNCKALLGTYKRL. Result: 0 (no interaction). (4) The miRNA is hsa-miR-493-3p with sequence UGAAGGUCUACUGUGUGCCAGG. The protein sequence of the target gene is MEEGGSTGSAGSDSSTSGSGGAQQRELERMAEVLVTGEQLRLRLHEEKVIKDRRHHLKTYPNCFVAKELIDWLIEHKEASDRETAIKLMQKLADRGIIHHVCDEHKEFKDVKLFYRFRKDDGTFPLDNEVKAFMRGQRLYEKLMSPENTLLQPREEEGVKYERTFMASEFLDWLVQEGEATTRKEAEQLCHRLMEHGIIQHVSNKHPFVDSNLLYQFRMNFRRRRRLMELLNEKSPSSQETHDSPFCLRKQSHDNRKSTSFMSVSPSKEIKIVSAVRRSSMSSCGSSGYFSSSPTLSSSP.... Result: 0 (no interaction). (5) The miRNA is hsa-miR-4768-5p with sequence AUUCUCUCUGGAUCCCAUGGAU. The protein sequence of the target gene is MDFSKFLADDFDVKEWINAAFRAGSKEAASGKADGHAATLVMKLQLFIQEVNHAVEETSHQALQNMPKVLRDVEALKQEASFLKEQMILVKEDIKKFEQDTSQSMQVLVEIDQVKSRMQLAAESLQEADKWSTLSADIEETFKTQDIAVISAKLTGMQNSLMMLVDTPDYSEKCVHLEALKNRLEALASPQIVAAFTSQAVDQSKVFVKVFTEIDRMPQLLAYYYKCHKVQLLAAWQELCQSDLSLDRQLTGLYDALLGAWHTQIQWATQVFQKPHEVVMVLLIQTLGALMPSLPSCLSN.... Result: 0 (no interaction).